This data is from Reaction yield outcomes from USPTO patents with 853,638 reactions. The task is: Predict the reaction yield, written as a fraction of the theoretical maximum amount of product (1.0 means a 100% yield; for example, 0.34 means a 34% yield). (1) The reactants are [Cl:1][C:2]1[CH:3]=[C:4]([C:8]2[O:12][C:11]([CH3:13])=[C:10]([CH:14]([NH:19][C:20]3[CH:28]=[CH:27][C:23]([C:24]([OH:26])=O)=[CH:22][CH:21]=3)[CH2:15][CH:16]([CH3:18])[CH3:17])[CH:9]=2)[CH:5]=[N:6][CH:7]=1.[CH3:29][NH:30][CH2:31][CH2:32][C:33]([O:35]CC)=[O:34].Cl.C(N=C=NCCCN(C)C)C.O.OC1C2N=NNC=2C=CC=1. The catalyst is CN(C)C=O.C(OCC)(=O)C.C(N(CC)CC)C. The product is [Cl:1][C:2]1[CH:3]=[C:4]([C:8]2[O:12][C:11]([CH3:13])=[C:10]([CH:14]([NH:19][C:20]3[CH:28]=[CH:27][C:23]([C:24]([N:30]([CH3:29])[CH2:31][CH2:32][C:33]([OH:35])=[O:34])=[O:26])=[CH:22][CH:21]=3)[CH2:15][CH:16]([CH3:17])[CH3:18])[CH:9]=2)[CH:5]=[N:6][CH:7]=1. The yield is 0.930. (2) The yield is 0.520. The reactants are Br[C:2]1[N:7]=[C:6]([CH:8]=O)[CH:5]=[CH:4][CH:3]=1.[Li][CH2:11][CH2:12][CH2:13][CH3:14].[CH2:15]([Mg]Cl)[CH2:16][CH2:17][CH3:18].Br[C:22]1C=[CH:26][CH:25]=[C:24](Br)[N:23]=1.[CH3:29][N:30](C=O)[CH3:31].C(O)(=O)CC(CC(O)=O)(C(O)=O)O. The catalyst is C1(C)C=CC=CC=1.O. The product is [N:23]1([CH2:24][CH2:25][C:26]#[C:8][C:6]2[CH:5]=[CH:4][CH:3]=[C:2]([CH2:29][N:30]3[CH2:31][CH2:18][CH2:17][CH2:16][CH2:15]3)[N:7]=2)[CH2:22][CH2:14][CH2:13][CH2:12][CH2:11]1. (3) The reactants are C([O-])=O.[K+].C(O)=O.O.[CH3:9][O:10][C:11]1[CH:12]=[C:13]2[C:18](=[CH:19][C:20]=1[O:21][CH3:22])[N:17]=[CH:16][CH:15]=[C:14]2[O:23][C:24]1[CH:29]=[CH:28][C:27]([N+:30]([O-])=O)=[CH:26][CH:25]=1. The catalyst is [Pd].O1CCCC1. The product is [CH3:9][O:10][C:11]1[CH:12]=[C:13]2[C:18](=[CH:19][C:20]=1[O:21][CH3:22])[N:17]=[CH:16][CH:15]=[C:14]2[O:23][C:24]1[CH:25]=[CH:26][C:27]([NH2:30])=[CH:28][CH:29]=1. The yield is 0.970. (4) The reactants are C(OC([N:6]([C:18]([O:20][CH2:21][CH3:22])=[O:19])[C:7]1[C:12]([N+:13]([O-:15])=[O:14])=[CH:11][C:10](Br)=[CH:9][C:8]=1[F:17])=O)C.[F:23][C:24]1[CH:31]=[CH:30][C:27]([CH2:28][NH2:29])=[CH:26][CH:25]=1.C([O-])([O-])=O.[Cs+].[Cs+].CC1(C)C2C(=C(P(C3C=CC=CC=3)C3C=CC=CC=3)C=CC=2)OC2C(P(C3C=CC=CC=3)C3C=CC=CC=3)=CC=CC1=2. The catalyst is O1CCOCC1.C1C=CC(/C=C/C(/C=C/C2C=CC=CC=2)=O)=CC=1.C1C=CC(/C=C/C(/C=C/C2C=CC=CC=2)=O)=CC=1.C1C=CC(/C=C/C(/C=C/C2C=CC=CC=2)=O)=CC=1.[Pd].[Pd]. The product is [CH2:21]([O:20][C:18](=[O:19])[NH:6][C:7]1[C:12]([N+:13]([O-:15])=[O:14])=[CH:11][C:10]([NH:29][CH2:28][C:27]2[CH:30]=[CH:31][C:24]([F:23])=[CH:25][CH:26]=2)=[CH:9][C:8]=1[F:17])[CH3:22]. The yield is 0.503. (5) The reactants are F[C:2]1[CH:7]=[CH:6][C:5]([N+:8]([O-:10])=[O:9])=[CH:4][C:3]=1[CH3:11].[NH:12]1[CH2:17][CH2:16][NH:15][CH2:14][CH2:13]1.C(=O)([O-])[O-].[K+].[K+].O. The catalyst is [I-].C([N+](CCCC)(CCCC)CCCC)CCC.CS(C)=O. The product is [CH3:11][C:3]1[CH:4]=[C:5]([N+:8]([O-:10])=[O:9])[CH:6]=[CH:7][C:2]=1[N:12]1[CH2:17][CH2:16][NH:15][CH2:14][CH2:13]1. The yield is 0.720. (6) The reactants are [NH:1]1[C:5]([C:6]2[CH:12]=[CH:11][CH:10]=[CH:9][C:7]=2[NH2:8])=[CH:4][N:3]=[CH:2]1.[CH:13](=O)[C:14]1[CH:19]=[CH:18][CH:17]=[CH:16][CH:15]=1. The catalyst is C(O)(=O)C.C(OCC)(=O)C. The product is [CH:13](=[N:8]/[C:7]1[CH:9]=[CH:10][CH:11]=[CH:12][C:6]=1[C:5]1[NH:1][CH:2]=[N:3][CH:4]=1)\[C:14]1[CH:19]=[CH:18][CH:17]=[CH:16][CH:15]=1. The yield is 0.0900. (7) The reactants are [Cl:1][C:2]1[CH:10]=[C:9]2[C:5]([CH:6]=[C:7]([C:13](=[O:30])[NH:14][CH:15]([C:20]3[CH:25]=[CH:24][CH:23]=[C:22]([C:26]([F:29])([F:28])[F:27])[CH:21]=3)[C:16]([F:19])([F:18])[F:17])[N:8]2[CH2:11][CH3:12])=[CH:4][C:3]=1[CH2:31][NH:32]C(=O)OC(C)(C)C.[F:40][C:41]([F:46])([F:45])[C:42]([OH:44])=[O:43]. The catalyst is ClCCl. The product is [F:40][C:41]([F:46])([F:45])[C:42]([O-:44])=[O:43].[Cl:1][C:2]1[CH:10]=[C:9]2[C:5]([CH:6]=[C:7]([C:13](=[O:30])[NH:14][CH:15]([C:20]3[CH:25]=[CH:24][CH:23]=[C:22]([C:26]([F:27])([F:28])[F:29])[CH:21]=3)[C:16]([F:17])([F:19])[F:18])[N:8]2[CH2:11][CH3:12])=[CH:4][C:3]=1[CH2:31][NH3+:32]. The yield is 0.970.